From a dataset of Forward reaction prediction with 1.9M reactions from USPTO patents (1976-2016). Predict the product of the given reaction. Given the reactants [CH2:1]([S:3][C:4]1[CH:10]=[CH:9][C:7](N)=[CH:6][C:5]=1[CH3:11])[CH3:2].[ClH:12], predict the reaction product. The product is: [Cl:12][C:7]1[CH:9]=[CH:10][C:4]([S:3][CH2:1][CH3:2])=[C:5]([CH3:11])[CH:6]=1.